Dataset: Full USPTO retrosynthesis dataset with 1.9M reactions from patents (1976-2016). Task: Predict the reactants needed to synthesize the given product. (1) Given the product [CH3:1][C:2]1[CH:3]=[N:4][C:5]([CH2:11][S+:12]([O-:24])[C:13]2[N-:14][C:15]3[CH:16]=[CH:17][C:18]([O:22][CH3:23])=[CH:19][C:20]=3[N:21]=2)=[C:6]([CH3:10])[C:7]=1[O:8][CH3:9].[Na+:30], predict the reactants needed to synthesize it. The reactants are: [CH3:1][C:2]1[CH:3]=[N:4][C:5]([CH2:11][S+:12]([O-:24])[C:13]2[NH:14][C:15]3[CH:16]=[CH:17][C:18]([O:22][CH3:23])=[CH:19][C:20]=3[N:21]=2)=[C:6]([CH3:10])[C:7]=1[O:8][CH3:9].CC(C)([O-])C.[Na+:30].CC(C)=O. (2) Given the product [Cl:1][C:2]1[CH:7]=[CH:6][C:5]([N:16]2[CH:17]=[CH:18][N:19]=[C:15]2[CH:12]([CH3:14])[CH3:13])=[C:4]([N+:9]([O-:11])=[O:10])[CH:3]=1, predict the reactants needed to synthesize it. The reactants are: [Cl:1][C:2]1[CH:7]=[CH:6][C:5](F)=[C:4]([N+:9]([O-:11])=[O:10])[CH:3]=1.[CH:12]([C:15]1[NH:16][CH:17]=[CH:18][N:19]=1)([CH3:14])[CH3:13].C(N(CC)C(C)C)(C)C. (3) Given the product [Br:1][C:2]1[CH:11]=[CH:10][CH:9]=[CH:8][C:3]=1[C:18]([OH:17])([CH3:19])[CH3:12], predict the reactants needed to synthesize it. The reactants are: [Br:1][C:2]1[CH:11]=[CH:10][CH:9]=[CH:8][C:3]=1C(OC)=O.[CH3:12][Mg]Br.CC[O:17][CH2:18][CH3:19]. (4) Given the product [F:12][C:9]([F:10])([F:11])[O:8][C:6]1[CH:5]=[CH:4][C:3]2[O:13][C:14](=[O:15])[NH:1][C:2]=2[CH:7]=1, predict the reactants needed to synthesize it. The reactants are: [NH2:1][C:2]1[CH:7]=[C:6]([O:8][C:9]([F:12])([F:11])[F:10])[CH:5]=[CH:4][C:3]=1[OH:13].[C:14](N1C=CN=C1)(N1C=CN=C1)=[O:15].CC#N.O.FC(F)(F)C(O)=O. (5) Given the product [N:24]1([C:10](=[O:12])[C@@H:9]([NH:8][C:6](=[O:7])[O:5][C:1]([CH3:2])([CH3:3])[CH3:4])[CH:13]([CH3:15])[CH3:14])[CH2:23][CH2:22][CH2:26]1, predict the reactants needed to synthesize it. The reactants are: [C:1]([O:5][C:6]([NH:8][C@@H:9]([CH:13]([CH3:15])[CH3:14])[C:10]([OH:12])=O)=[O:7])([CH3:4])([CH3:3])[CH3:2].CCN=C=NC[CH2:22][CH2:23][N:24]([CH3:26])C.Cl.ON1C(=O)CCC1=O.CCN(C(C)C)C(C)C.N1CCC1.